Dataset: Forward reaction prediction with 1.9M reactions from USPTO patents (1976-2016). Task: Predict the product of the given reaction. (1) The product is: [Cl:1][C:2]1[CH:3]=[C:4]2[C:9](=[C:10]([C:12]([NH:34][S:31]([CH:28]3[CH2:30][CH2:29]3)(=[O:33])=[O:32])=[O:13])[CH:11]=1)[NH:8][CH:7]([C:15]1[CH:20]=[CH:19][CH:18]=[C:17]([N:21]3[CH2:25][CH2:24][CH2:23][CH2:22]3)[CH:16]=1)[CH2:6][C:5]2([CH3:27])[CH3:26]. Given the reactants [Cl:1][C:2]1[CH:3]=[C:4]2[C:9](=[C:10]([C:12](O)=[O:13])[CH:11]=1)[NH:8][CH:7]([C:15]1[CH:20]=[CH:19][CH:18]=[C:17]([N:21]3[CH2:25][CH2:24][CH2:23][CH2:22]3)[CH:16]=1)[CH2:6][C:5]2([CH3:27])[CH3:26].[CH:28]1([S:31]([NH2:34])(=[O:33])=[O:32])[CH2:30][CH2:29]1, predict the reaction product. (2) Given the reactants [F:1][C:2]([F:26])([F:25])[C:3]([NH:5][CH2:6][C:7]#[C:8][C:9]1[C:10]([NH2:24])=[N:11][C:12](=[O:23])[N:13]([CH:22]=1)[C@@H:14]1[O:21][C@H:18]([CH2:19][OH:20])[C@@H:16]([OH:17])[CH2:15]1)=[O:4].N1C=CN=C1.[CH3:32][C:33]([Si:36](Cl)([CH3:38])[CH3:37])([CH3:35])[CH3:34], predict the reaction product. The product is: [Si:36]([O:20][CH2:19][C@H:18]1[O:21][C@@H:14]([N:13]2[CH:22]=[C:9]([C:8]#[C:7][CH2:6][NH:5][C:3](=[O:4])[C:2]([F:25])([F:1])[F:26])[C:10]([NH2:24])=[N:11][C:12]2=[O:23])[CH2:15][C@@H:16]1[OH:17])([C:33]([CH3:35])([CH3:34])[CH3:32])([CH3:38])[CH3:37]. (3) Given the reactants C([O:3][C:4]([C:6]1[C:14]2[C:9](=[CH:10][CH:11]=[C:12]([O:15][C:16]3[CH:21]=[CH:20][C:19]([C:22]([F:25])([F:24])[F:23])=[CH:18][N:17]=3)[CH:13]=2)[N:8]([C:26]2[CH:31]=[CH:30][C:29]([O:32][C:33]([F:36])([F:35])[F:34])=[CH:28][CH:27]=2)[C:7]=1[CH2:37][C:38]([O:40]CC)=[O:39])=[O:5])C.[OH-].[Na+].CCO.C(O)(=O)CC(CC(O)=O)(C(O)=O)O, predict the reaction product. The product is: [C:38]([CH2:37][C:7]1[N:8]([C:26]2[CH:31]=[CH:30][C:29]([O:32][C:33]([F:36])([F:35])[F:34])=[CH:28][CH:27]=2)[C:9]2[C:14]([C:6]=1[C:4]([OH:5])=[O:3])=[CH:13][C:12]([O:15][C:16]1[CH:21]=[CH:20][C:19]([C:22]([F:24])([F:25])[F:23])=[CH:18][N:17]=1)=[CH:11][CH:10]=2)([OH:40])=[O:39].